This data is from Forward reaction prediction with 1.9M reactions from USPTO patents (1976-2016). The task is: Predict the product of the given reaction. Given the reactants [Cl:1][C:2]1[CH:3]=[C:4]([NH:16][C:17]2[C:26]3[C:21](=[CH:22][C:23]([O:28][CH2:29][CH3:30])=[C:24]([NH2:27])[CH:25]=3)[N:20]=[CH:19][N:18]=2)[CH:5]=[CH:6][C:7]=1[O:8][CH2:9][C:10]1[CH:15]=[CH:14][CH:13]=[CH:12][N:11]=1.[Br:31][CH2:32]/[CH:33]=[CH:34]/[C:35](Cl)=[O:36].O, predict the reaction product. The product is: [Br:31][CH2:32]/[CH:33]=[CH:34]/[C:35]([NH:27][C:24]1[CH:25]=[C:26]2[C:21](=[CH:22][C:23]=1[O:28][CH2:29][CH3:30])[N:20]=[CH:19][N:18]=[C:17]2[NH:16][C:4]1[CH:5]=[CH:6][C:7]([O:8][CH2:9][C:10]2[CH:15]=[CH:14][CH:13]=[CH:12][N:11]=2)=[C:2]([Cl:1])[CH:3]=1)=[O:36].